This data is from Full USPTO retrosynthesis dataset with 1.9M reactions from patents (1976-2016). The task is: Predict the reactants needed to synthesize the given product. (1) Given the product [CH:8]([C@:11]1([C:17]([N:19]2[CH2:28][CH2:27][C:26]3[C:21](=[CH:22][C:23]([C:29]([F:32])([F:30])[F:31])=[CH:24][CH:25]=3)[CH2:20]2)=[O:18])[CH2:15][CH2:14][C@@H:13]([NH:16][CH:37]2[CH2:38][CH2:39][C:34]([C:41]3[S:42][CH:43]=[CH:44][N:45]=3)([OH:33])[CH2:35][CH2:36]2)[CH2:12]1)([CH3:10])[CH3:9], predict the reactants needed to synthesize it. The reactants are: OC(C(F)(F)F)=O.[CH:8]([C@:11]1([C:17]([N:19]2[CH2:28][CH2:27][C:26]3[C:21](=[CH:22][C:23]([C:29]([F:32])([F:31])[F:30])=[CH:24][CH:25]=3)[CH2:20]2)=[O:18])[CH2:15][CH2:14][C@@H:13]([NH2:16])[CH2:12]1)([CH3:10])[CH3:9].[OH:33][C:34]1([C:41]2[S:42][CH:43]=[CH:44][N:45]=2)[CH2:39][CH2:38][C:37](=O)[CH2:36][CH2:35]1.C(N(CC)CC)C.C(O[BH-](OC(=O)C)OC(=O)C)(=O)C.[Na+]. (2) Given the product [CH2:1]([S:3]([C:6]1[CH:7]=[C:8]([C:12]2[CH:20]=[C:19]([C:21]([NH:23][CH:24]3[CH2:25][CH2:26][N:27]([CH3:30])[CH2:28][CH2:29]3)=[O:22])[C:18]([CH3:31])=[C:17]3[C:13]=2[C:14]2[CH:35]=[C:34]([CH3:36])[CH:33]=[N:32][C:15]=2[NH:16]3)[CH:9]=[CH:10][CH:11]=1)(=[O:4])=[O:5])[CH3:2].[ClH:37].[CH2:1]([S:3]([C:6]1[CH:7]=[C:8]([C:12]2[CH:20]=[C:19]([C:21]([NH:23][CH:24]3[CH2:25][CH2:26][N:27]([CH3:30])[CH2:28][CH2:29]3)=[O:22])[C:18]([CH3:31])=[C:17]3[C:13]=2[C:14]2[CH:35]=[C:34]([CH3:36])[CH:33]=[N:32][C:15]=2[NH:16]3)[CH:9]=[CH:10][CH:11]=1)(=[O:4])=[O:5])[CH3:2], predict the reactants needed to synthesize it. The reactants are: [CH2:1]([S:3]([C:6]1[CH:7]=[C:8]([C:12]2[CH:20]=[C:19]([C:21]([NH:23][CH:24]3[CH2:29][CH2:28][N:27]([CH3:30])[CH2:26][CH2:25]3)=[O:22])[C:18]([CH3:31])=[C:17]3[C:13]=2[C:14]2[CH:35]=[C:34]([CH3:36])[CH:33]=[N:32][C:15]=2[NH:16]3)[CH:9]=[CH:10][CH:11]=1)(=[O:5])=[O:4])[CH3:2].[ClH:37]. (3) Given the product [O:10]=[C:8]1[C:3]2[C:2](=[CH:7][CH:6]=[CH:5][CH:4]=2)[O:1][C:12]2([CH2:17][CH2:16][N:15]([C:18]([O:20][CH2:21][C:22]3[CH:23]=[CH:24][CH:25]=[CH:26][CH:27]=3)=[O:19])[CH2:14][CH2:13]2)[CH2:9]1, predict the reactants needed to synthesize it. The reactants are: [OH:1][C:2]1[CH:7]=[CH:6][CH:5]=[CH:4][C:3]=1[C:8](=[O:10])[CH3:9].O=[C:12]1[CH2:17][CH2:16][N:15]([C:18]([O:20][CH2:21][C:22]2[CH:27]=[CH:26][CH:25]=[CH:24][CH:23]=2)=[O:19])[CH2:14][CH2:13]1.N1CCCC1.CO. (4) Given the product [CH2:28]([N:3]([CH2:1][CH3:2])[C:4]([C:6]1[CH:7]=[CH:8][C:9]2[CH:10]([CH:20]3[CH2:26][CH:25]4[NH:27][CH:22]([CH2:23][CH2:24]4)[CH2:21]3)[C:11]3[C:16]([O:17][C:18]=2[CH:19]=1)=[CH:15][CH:14]=[CH:13][CH:12]=3)=[O:5])[CH3:29], predict the reactants needed to synthesize it. The reactants are: [CH2:1]([N:3]([CH2:28][CH3:29])[C:4]([C:6]1[CH:7]=[CH:8][C:9]2[C:10](=[C:20]3[CH2:26][CH:25]4[NH:27][CH:22]([CH2:23][CH2:24]4)[CH2:21]3)[C:11]3[C:16]([O:17][C:18]=2[CH:19]=1)=[CH:15][CH:14]=[CH:13][CH:12]=3)=[O:5])[CH3:2].C(O)C.C[Si](I)(C)C. (5) Given the product [Cl:18][C:5]1[C:6]([NH:8][C:9]2[CH:17]=[CH:16][CH:15]=[CH:14][C:10]=2[C:11]([OH:13])=[O:12])=[CH:7][C:2]([NH:23][C:22]2[CH:24]=[CH:25][C:26]([N:28]3[CH2:29][CH2:30][O:31][CH2:32][CH2:33]3)=[CH:27][C:21]=2[O:20][CH3:19])=[N:3][CH:4]=1, predict the reactants needed to synthesize it. The reactants are: Cl[C:2]1[CH:7]=[C:6]([NH:8][C:9]2[CH:17]=[CH:16][CH:15]=[CH:14][C:10]=2[C:11]([OH:13])=[O:12])[C:5]([Cl:18])=[CH:4][N:3]=1.[CH3:19][O:20][C:21]1[CH:27]=[C:26]([N:28]2[CH2:33][CH2:32][O:31][CH2:30][CH2:29]2)[CH:25]=[CH:24][C:22]=1[NH2:23].C1C=CC(P(C2C(C3C(P(C4C=CC=CC=4)C4C=CC=CC=4)=CC=C4C=3C=CC=C4)=C3C(C=CC=C3)=CC=2)C2C=CC=CC=2)=CC=1.CC(C)([O-])C.[Na+].